Dataset: Forward reaction prediction with 1.9M reactions from USPTO patents (1976-2016). Task: Predict the product of the given reaction. (1) Given the reactants Cl.[O:2]1[CH2:7][CH2:6][O:5][C:4]2[CH:8]=[C:9]([CH2:12][CH2:13][CH2:14][C:15]([OH:17])=O)[CH:10]=[CH:11][C:3]1=2.[CH2:18]([C@H:25]1[CH2:29][NH:28][C@H:27]([C:30]([NH:32][C:33]2[CH:38]=[CH:37][C:36]([O:39][C:40]3[CH:45]=[CH:44][C:43]([F:46])=[CH:42][CH:41]=3)=[CH:35][CH:34]=2)=[O:31])[CH2:26]1)[C:19]1[CH:24]=[CH:23][CH:22]=[CH:21][CH:20]=1, predict the reaction product. The product is: [CH2:18]([C@H:25]1[CH2:29][N:28]([C:15](=[O:17])[CH2:14][CH2:13][CH2:12][C:9]2[CH:10]=[CH:11][C:3]3[O:2][CH2:7][CH2:6][O:5][C:4]=3[CH:8]=2)[C@H:27]([C:30]([NH:32][C:33]2[CH:38]=[CH:37][C:36]([O:39][C:40]3[CH:41]=[CH:42][C:43]([F:46])=[CH:44][CH:45]=3)=[CH:35][CH:34]=2)=[O:31])[CH2:26]1)[C:19]1[CH:20]=[CH:21][CH:22]=[CH:23][CH:24]=1. (2) Given the reactants [C:1]([O:12][CH2:13][CH2:14][CH:15]([CH2:17][CH2:18][CH:19]=[C:20]([CH3:22])[CH3:21])[CH3:16])(=[O:11])[C:2]1[C:3](=[CH:7][CH:8]=[CH:9][CH:10]=1)[C:4]([O-])=[O:5].C(Cl)(=O)C(Cl)=O.[BH4-].[Na+].OS([O-])(=O)=O.[K+], predict the reaction product. The product is: [OH:5][CH2:4][C:3]1[CH:7]=[CH:8][CH:9]=[CH:10][C:2]=1[C:1]([O:12][CH2:13][CH2:14][CH:15]([CH3:16])[CH2:17][CH2:18][CH:19]=[C:20]([CH3:22])[CH3:21])=[O:11]. (3) Given the reactants [CH3:1][C:2]([CH3:6])([CH3:5])[CH:3]=O.[CH3:7][O:8][C:9]1[CH:14]=[CH:13][C:12](N)=[CH:11][CH:10]=1.[O-]S([O-])(=O)=O.[Na+].[Na+].[CH2:23]([N:25](CC)CC)C.[CH2:30]([O:37][CH2:38][C:39](Cl)=[O:40])[C:31]1[CH:36]=[CH:35][CH:34]=[CH:33][CH:32]=1, predict the reaction product. The product is: [C:2]([C@H:3]1[N:25]([CH2:23][C:12]2[CH:13]=[CH:14][C:9]([O:8][CH3:7])=[CH:10][CH:11]=2)[C:39](=[O:40])[C@H:38]1[O:37][CH2:30][C:31]1[CH:36]=[CH:35][CH:34]=[CH:33][CH:32]=1)([CH3:6])([CH3:5])[CH3:1]. (4) Given the reactants O=[CH:2][CH2:3][CH2:4][C:5]1[CH:10]=[C:9]([C:11]2[CH:16]=[CH:15][CH:14]=[C:13]([C:17]([F:20])([F:19])[F:18])[CH:12]=2)[N:8]=[C:7]([C:21]#[N:22])[N:6]=1.[CH:23]1([NH2:26])[CH2:25][CH2:24]1.C(O)(=[O:29])C.C(O[BH-](OC(=O)C)OC(=O)C)(=O)C.[Na+].[CH3:45][OH:46], predict the reaction product. The product is: [OH:46][C:45]([C:17]([F:20])([F:19])[F:18])=[O:29].[CH:23]1([NH:26][CH2:2][CH2:3][CH2:4][C:5]2[CH:10]=[C:9]([C:11]3[CH:16]=[CH:15][CH:14]=[C:13]([C:17]([F:20])([F:19])[F:18])[CH:12]=3)[N:8]=[C:7]([C:21]#[N:22])[N:6]=2)[CH2:25][CH2:24]1.